Predict the reaction yield, written as a fraction of the theoretical maximum amount of product (1.0 means a 100% yield; for example, 0.34 means a 34% yield). From a dataset of Reaction yield outcomes from USPTO patents with 853,638 reactions. (1) The reactants are [CH2:1]([O:8][C:9]1[CH:14]=[CH:13][C:12](Br)=[C:11]([O:16][CH2:17][C:18]([CH3:20])=[CH2:19])[CH:10]=1)[C:2]1[CH:7]=[CH:6][CH:5]=[CH:4][CH:3]=1.C([SnH](CCCC)CCCC)CCC.C(OOC(=O)C1C=CC=CC=1)(=O)C1C=CC=CC=1. The catalyst is C1C=CC=CC=1. The product is [CH2:1]([O:8][C:9]1[CH:14]=[CH:13][C:12]2[C:18]([CH3:20])([CH3:19])[CH2:17][O:16][C:11]=2[CH:10]=1)[C:2]1[CH:7]=[CH:6][CH:5]=[CH:4][CH:3]=1. The yield is 0.910. (2) The reactants are B(F)(F)F.CCOCC.[N+](=[CH:12][C:13]([O:15][CH2:16][CH3:17])=[O:14])=[N-].[CH3:18][C:19]1([CH:25]=[O:26])[CH2:24][CH2:23][O:22][CH2:21][CH2:20]1.[Na+].[Cl-]. The catalyst is C(Cl)Cl. The product is [CH2:16]([O:15][C:13](=[O:14])[CH2:12][C:25]([C:19]1([CH3:18])[CH2:24][CH2:23][O:22][CH2:21][CH2:20]1)=[O:26])[CH3:17]. The yield is 0.790.